From a dataset of hERG Central: cardiac toxicity at 1µM, 10µM, and general inhibition. Predict hERG channel inhibition at various concentrations. (1) The drug is Cl.NS(=O)(=O)c1ccc(CCNCc2cc(Cl)ccc2OCc2ccccc2)cc1. Results: hERG_inhib (hERG inhibition (general)): blocker. (2) The drug is COc1cc(OC)c(OC)cc1CN1CCN(c2ccc(F)cc2)CC1. Results: hERG_inhib (hERG inhibition (general)): blocker. (3) The drug is CC(C)n1c(SCC(=O)N2CCN(C(=O)c3ccco3)CC2)nc2c1c(=O)n(C)c(=O)n2C. Results: hERG_inhib (hERG inhibition (general)): blocker. (4) The molecule is CCOC(=O)c1c(NC(=S)Nc2ccccc2)sc2c1CCN(C)C2. Results: hERG_inhib (hERG inhibition (general)): blocker. (5) The compound is C#CCOC(=O)CCCNc1ccc([N+](=O)[O-])cc1[N+](=O)[O-]. Results: hERG_inhib (hERG inhibition (general)): blocker. (6) The drug is Cc1ccc(-c2nc(CS(=O)CC(=O)N3CCN(c4ncccn4)CC3)c(C)o2)cc1. Results: hERG_inhib (hERG inhibition (general)): blocker. (7) The compound is Cc1cccnc1CN1CCN(Cc2nc(C(c3ccccc3)c3ccccc3)no2)CC1. Results: hERG_inhib (hERG inhibition (general)): blocker.